Dataset: Reaction yield outcomes from USPTO patents with 853,638 reactions. Task: Predict the reaction yield, written as a fraction of the theoretical maximum amount of product (1.0 means a 100% yield; for example, 0.34 means a 34% yield). The reactants are Br[C:2]1[S:3][CH:4]=[CH:5][C:6]=1[CH3:7].[Li]CCCC.C(O[B:17]1[O:21][C:20]([CH3:23])([CH3:22])[C:19]([CH3:25])([CH3:24])[O:18]1)(C)C. The catalyst is C1COCC1. The product is [CH3:24][C:19]1([CH3:25])[C:20]([CH3:23])([CH3:22])[O:21][B:17]([C:2]2[S:3][CH:4]=[CH:5][C:6]=2[CH3:7])[O:18]1. The yield is 0.530.